From a dataset of NCI-60 drug combinations with 297,098 pairs across 59 cell lines. Regression. Given two drug SMILES strings and cell line genomic features, predict the synergy score measuring deviation from expected non-interaction effect. (1) Drug 2: C(CN)CNCCSP(=O)(O)O. Synergy scores: CSS=25.8, Synergy_ZIP=-7.99, Synergy_Bliss=0.325, Synergy_Loewe=-9.94, Synergy_HSA=-0.296. Drug 1: C1=CC(=CC=C1CCCC(=O)O)N(CCCl)CCCl. Cell line: NCI-H522. (2) Drug 1: C1=CC(=CC=C1CCCC(=O)O)N(CCCl)CCCl. Drug 2: C(CCl)NC(=O)N(CCCl)N=O. Cell line: SR. Synergy scores: CSS=75.2, Synergy_ZIP=0.142, Synergy_Bliss=0.0958, Synergy_Loewe=0.348, Synergy_HSA=2.77. (3) Drug 1: CC1OCC2C(O1)C(C(C(O2)OC3C4COC(=O)C4C(C5=CC6=C(C=C35)OCO6)C7=CC(=C(C(=C7)OC)O)OC)O)O. Drug 2: CN(CC1=CN=C2C(=N1)C(=NC(=N2)N)N)C3=CC=C(C=C3)C(=O)NC(CCC(=O)O)C(=O)O. Cell line: BT-549. Synergy scores: CSS=36.9, Synergy_ZIP=-8.59, Synergy_Bliss=-1.23, Synergy_Loewe=-1.04, Synergy_HSA=-0.376. (4) Drug 1: CC12CCC3C(C1CCC2=O)CC(=C)C4=CC(=O)C=CC34C. Drug 2: CC1OCC2C(O1)C(C(C(O2)OC3C4COC(=O)C4C(C5=CC6=C(C=C35)OCO6)C7=CC(=C(C(=C7)OC)O)OC)O)O. Cell line: NCI-H460. Synergy scores: CSS=63.4, Synergy_ZIP=6.22, Synergy_Bliss=6.33, Synergy_Loewe=6.00, Synergy_HSA=9.19.